This data is from Reaction yield outcomes from USPTO patents with 853,638 reactions. The task is: Predict the reaction yield, written as a fraction of the theoretical maximum amount of product (1.0 means a 100% yield; for example, 0.34 means a 34% yield). (1) The reactants are [C:1]([O:4][C@H:5]1[CH2:22][CH2:21][C@@:20]2([CH3:23])[C@@H:7]([CH2:8][CH2:9][C@:10]3([CH3:34])[C@@H:19]2[CH2:18][CH2:17][C@H:16]2[C@@:11]3([CH3:33])[CH2:12][CH2:13][C@@:14]3([C:30]([OH:32])=[O:31])[CH2:26][CH2:25][C@@H:24]([C:27]([CH3:29])=[CH2:28])[C@@H:15]32)[C:6]1([CH3:36])[CH3:35])(=[O:3])[CH3:2].[CH2:37]([Zn]CC)C.ICI. The catalyst is C(Cl)Cl.CCCCCC. The product is [C:1]([O:4][C@H:5]1[CH2:22][CH2:21][C@@:20]2([CH3:23])[C@@H:7]([CH2:8][CH2:9][C@:10]3([CH3:34])[C@@H:19]2[CH2:18][CH2:17][C@H:16]2[C@@:11]3([CH3:33])[CH2:12][CH2:13][C@@:14]3([C:30]([OH:32])=[O:31])[CH2:26][CH2:25][C@@H:24]([C:27]4([CH3:37])[CH2:29][CH2:28]4)[C@@H:15]32)[C:6]1([CH3:36])[CH3:35])(=[O:3])[CH3:2]. The yield is 0.558. (2) The reactants are [N+:1]([C:4]1[CH:29]=[CH:28][C:7]2[NH:8][C:9]([C:11]3[CH:12]=[CH:13][C:14]4[CH:15]=[C:16]5[C:23](=[O:24])[NH:22][CH2:21][C:20]6([CH2:27][CH2:26][CH2:25]6)[N:17]5[C:18]=4[CH:19]=3)=[N:10][C:6]=2[CH:5]=1)([O-])=O.[Cl-].[NH4+]. The catalyst is O1CCOCC1.O.O.[Zn]. The product is [NH2:1][C:4]1[CH:29]=[CH:28][C:7]2[NH:8][C:9]([C:11]3[CH:12]=[CH:13][C:14]4[CH:15]=[C:16]5[C:23](=[O:24])[NH:22][CH2:21][C:20]6([CH2:25][CH2:26][CH2:27]6)[N:17]5[C:18]=4[CH:19]=3)=[N:10][C:6]=2[CH:5]=1. The yield is 0.500.